From a dataset of Forward reaction prediction with 1.9M reactions from USPTO patents (1976-2016). Predict the product of the given reaction. (1) Given the reactants Cl[C:2]1[N:7]=[CH:6][N:5]=[C:4]([NH:8][C:9]2[CH:14]=[CH:13][CH:12]=[C:11]([O:15][C:16]3[CH:21]=[CH:20][CH:19]=[CH:18][CH:17]=3)[CH:10]=2)[CH:3]=1.[NH2:22][C:23]1[CH:28]=[CH:27][CH:26]=[C:25]([NH2:29])[CH:24]=1.Cl, predict the reaction product. The product is: [NH2:22][C:23]1[CH:24]=[C:25]([NH:29][C:2]2[CH:3]=[C:4]([NH:8][C:9]3[CH:14]=[CH:13][CH:12]=[C:11]([O:15][C:16]4[CH:21]=[CH:20][CH:19]=[CH:18][CH:17]=4)[CH:10]=3)[N:5]=[CH:6][N:7]=2)[CH:26]=[CH:27][CH:28]=1. (2) Given the reactants [OH:1][CH:2]1[CH2:6][CH2:5][O:4][C:3]1=[O:7].[H-].[Na+].Br[CH2:11][CH2:12][O:13][CH:14]1[CH2:19][CH2:18][CH2:17][CH2:16][O:15]1.O, predict the reaction product. The product is: [O:15]1[CH2:16][CH2:17][CH2:18][CH2:19][CH:14]1[O:13][CH2:12][CH2:11][O:1][CH:2]1[CH2:6][CH2:5][O:4][C:3]1=[O:7]. (3) Given the reactants C1C=CC(P([N:15]=[N+:16]=[N-:17])(C2C=CC=CC=2)=O)=CC=1.[CH2:18]1[CH2:28][CH2:27][N:26]2[C:21](=[N:22][CH2:23][CH2:24]C2)[CH2:20][CH2:19]1.[C:29]1(C)C=CC=CC=1, predict the reaction product. The product is: [N:15]([CH:18]1[CH2:19][CH2:20][CH2:29][C:27]([N:26]2[CH:24]=[CH:23][N:22]=[CH:21]2)=[CH:28]1)=[N+:16]=[N-:17]. (4) Given the reactants C(O[C:6](=O)[N:7]([C@@H:9]([CH3:44])[C:10]([NH:12][C@@H:13]([C:38]1[CH:43]=[CH:42][CH:41]=[CH:40][CH:39]=1)[C:14]([N:16]1[C@H:21]([C:22](=[O:34])[NH:23][C@H:24]2[C:33]3[C:28](=[CH:29][CH:30]=[CH:31][CH:32]=3)[O:27][CH2:26][CH2:25]2)[CH2:20][N:19]2[CH2:35][CH2:36][CH2:37][C@@H:18]2[CH2:17]1)=[O:15])=[O:11])C)(C)(C)C.C(OCC)(=O)C.[ClH:52], predict the reaction product. The product is: [ClH:52].[ClH:52].[O:27]1[C:28]2[C:33](=[CH:32][CH:31]=[CH:30][CH:29]=2)[C@H:24]([NH:23][C:22]([C@@H:21]2[CH2:20][N:19]3[CH2:35][CH2:36][CH2:37][C@@H:18]3[CH2:17][N:16]2[C:14](=[O:15])[C@@H:13]([NH:12][C:10](=[O:11])[C@H:9]([CH3:44])[NH:7][CH3:6])[C:38]2[CH:43]=[CH:42][CH:41]=[CH:40][CH:39]=2)=[O:34])[CH2:25][CH2:26]1. (5) Given the reactants Cl.[C:2]([CH2:5][NH:6][C:7]([C:9]1[CH:10]=[C:11]2[C:21](=[CH:22][CH:23]=1)[O:20][C:14]1([CH2:19][CH2:18][NH:17][CH2:16][CH2:15]1)[CH2:13][C:12]2=[O:24])=[O:8])(=[O:4])[NH2:3].[CH:25]1([C:28]2[C:37]3[C:32](=[C:33]([O:41][CH2:42][CH2:43][OH:44])[CH:34]=[C:35]([C:38](O)=[O:39])[CH:36]=3)[CH:31]=[CH:30][N:29]=2)[CH2:27][CH2:26]1.C1(C2C3C(=C(OC)C=C(C(O)=O)C=3)C=CN=2)CC1, predict the reaction product. The product is: [NH2:3][C:2](=[O:4])[CH2:5][NH:6][C:7]([C:9]1[CH:10]=[C:11]2[C:21](=[CH:22][CH:23]=1)[O:20][C:14]1([CH2:19][CH2:18][N:17]([C:38]([C:35]3[CH:36]=[C:37]4[C:32]([CH:31]=[CH:30][N:29]=[C:28]4[CH:25]4[CH2:26][CH2:27]4)=[C:33]([O:41][CH2:42][CH2:43][OH:44])[CH:34]=3)=[O:39])[CH2:16][CH2:15]1)[CH2:13][C:12]2=[O:24])=[O:8].